From a dataset of Reaction yield outcomes from USPTO patents with 853,638 reactions. Predict the reaction yield, written as a fraction of the theoretical maximum amount of product (1.0 means a 100% yield; for example, 0.34 means a 34% yield). (1) The reactants are [OH:1][C:2]1[C:3]([C:10]([OH:12])=O)=[N:4][CH:5]=[CH:6][C:7]=1[O:8][CH3:9].CN(C(ON1N=NC2C=CC=NC1=2)=[N+](C)C)C.F[P-](F)(F)(F)(F)F.CN1CCOCC1.[NH2:44][C@H:45]1[CH2:53][O:52][CH2:51][C@H:50]([CH2:54][C:55]2[CH:60]=[CH:59][C:58]([CH3:61])=[CH:57][CH:56]=2)[C@@H:49]([O:62][CH2:63][CH:64]([CH3:66])[CH3:65])[C@H:48]([CH3:67])[O:47][C:46]1=[O:68]. The catalyst is C(Cl)Cl. The product is [OH:1][C:2]1[C:3]([C:10]([NH:44][C@H:45]2[CH2:53][O:52][CH2:51][C@H:50]([CH2:54][C:55]3[CH:60]=[CH:59][C:58]([CH3:61])=[CH:57][CH:56]=3)[C@@H:49]([O:62][CH2:63][CH:64]([CH3:65])[CH3:66])[C@H:48]([CH3:67])[O:47][C:46]2=[O:68])=[O:12])=[N:4][CH:5]=[CH:6][C:7]=1[O:8][CH3:9]. The yield is 0.770. (2) The reactants are Br[C:2]1[N:3]([C:13]2[N:14]=[CH:15][N:16]=[C:17]([NH2:20])[C:18]=2[N:19]=1)[C@@H:4]1[O:12][C@H:9]([CH2:10][OH:11])[C@@H:7]([OH:8])[C@H:5]1[OH:6].[CH3:21][O-:22].[Na+]. The catalyst is CO. The product is [NH2:20][C:17]1[N:16]=[CH:15][N:14]=[C:13]2[C:18]=1[N:19]=[C:2]([O:22][CH3:21])[N:3]2[CH:4]1[CH:5]([OH:6])[CH:7]([OH:8])[CH:9]([CH2:10][OH:11])[O:12]1. The yield is 0.940. (3) The reactants are Br[CH2:2][C:3]1[CH:4]=[C:5]([CH:23]=[CH:24][CH:25]=1)[CH2:6][N:7]1[C:15]([OH:16])=[N:14][C:13]2[C:8]1=[N:9][C:10]([O:18][CH2:19][CH2:20][O:21][CH3:22])=[N:11][C:12]=2[NH2:17].[CH2:26]([O:28][P:29]([CH3:33])[O:30]CC)[CH3:27]. The catalyst is O1CCOCC1. The product is [NH2:17][C:12]1[N:11]=[C:10]([O:18][CH2:19][CH2:20][O:21][CH3:22])[N:9]=[C:8]2[C:13]=1[N:14]=[C:15]([OH:16])[N:7]2[CH2:6][C:5]1[CH:4]=[C:3]([CH2:2][P:29]([CH3:33])(=[O:30])[O:28][CH2:26][CH3:27])[CH:25]=[CH:24][CH:23]=1. The yield is 0.140. (4) The reactants are [C:1]([O:7][CH2:8][CH3:9])(=[O:6])[CH2:2][C:3]([O-:5])=O.N1C=[CH:16][CH:21]=[CH:20][C:19]=1[C:16]1[CH:21]=[CH:20][CH:19]=CN=1.C([Li])CCC.C1(C(Cl)=O)CCC1. The catalyst is O1CCCC1. The product is [CH:19]1([C:3](=[O:5])[CH2:2][C:1]([O:7][CH2:8][CH3:9])=[O:6])[CH2:20][CH2:21][CH2:16]1. The yield is 0.780.